Dataset: Forward reaction prediction with 1.9M reactions from USPTO patents (1976-2016). Task: Predict the product of the given reaction. (1) Given the reactants [CH3:1][C:2]1[N:3]=[C:4]([NH:7][C:8]([C:10]2[C:15]([NH:16][C:17]3[CH:18]=[N:19][CH:20]=[CH:21][CH:22]=3)=[CH:14][CH:13]=[C:12]([CH3:23])[N:11]=2)=[O:9])[S:5][CH:6]=1.BrC1C=C([CH:30]=[C:31]([F:33])C=1)C#N, predict the reaction product. The product is: [CH3:1][C:2]1[N:3]=[C:4]([NH:7][C:8]([C:10]2[C:15]([NH:16][C:17]3[CH:18]=[C:31]([F:33])[CH:30]=[C:21]([C:20]#[N:19])[CH:22]=3)=[CH:14][CH:13]=[C:12]([CH3:23])[N:11]=2)=[O:9])[S:5][CH:6]=1. (2) Given the reactants [CH:1]1([N:7]([C:32]2[S:33][CH:34]=[CH:35][N:36]=2)[C:8](=[O:31])[CH2:9][C:10]2[C:18]3[C:13](=[CH:14][CH:15]=[C:16]([O:19][CH3:20])[CH:17]=3)[N:12](C(=O)C3C=CC(Cl)=CC=3)[C:11]=2[CH3:30])[CH2:6][CH2:5][CH2:4][CH2:3][CH2:2]1, predict the reaction product. The product is: [CH:1]1([N:7]([C:32]2[S:33][CH:34]=[CH:35][N:36]=2)[C:8](=[O:31])[CH2:9][C:10]2[C:18]3[C:13](=[CH:14][CH:15]=[C:16]([O:19][CH3:20])[CH:17]=3)[NH:12][C:11]=2[CH3:30])[CH2:2][CH2:3][CH2:4][CH2:5][CH2:6]1.